This data is from Full USPTO retrosynthesis dataset with 1.9M reactions from patents (1976-2016). The task is: Predict the reactants needed to synthesize the given product. (1) Given the product [C:19]1([S:16]([NH:15][C:10]2[CH:9]=[C:8]([C:4]3[S:3][C:2]([NH:1][C:30]([C:26]4[O:25][CH:29]=[CH:28][CH:27]=4)=[O:31])=[N:6][C:5]=3[CH3:7])[CH:13]=[N:12][C:11]=2[Cl:14])(=[O:18])=[O:17])[CH:20]=[CH:21][CH:22]=[CH:23][CH:24]=1, predict the reactants needed to synthesize it. The reactants are: [NH2:1][C:2]1[S:3][C:4]([C:8]2[CH:9]=[C:10]([NH:15][S:16]([C:19]3[CH:24]=[CH:23][CH:22]=[CH:21][CH:20]=3)(=[O:18])=[O:17])[C:11]([Cl:14])=[N:12][CH:13]=2)=[C:5]([CH3:7])[N:6]=1.[O:25]1[CH:29]=[CH:28][CH:27]=[C:26]1[C:30](Cl)=[O:31]. (2) The reactants are: [CH3:1][O:2][C:3]1[CH:11]=[CH:10][CH:9]=[C:8]2[C:4]=1[CH:5]=[C:6]([C:13]([O:15]C)=O)[N:7]2[CH3:12].[CH3:17][NH2:18]. Given the product [CH3:17][NH:18][C:13]([C:6]1[N:7]([CH3:12])[C:8]2[C:4]([CH:5]=1)=[C:3]([O:2][CH3:1])[CH:11]=[CH:10][CH:9]=2)=[O:15], predict the reactants needed to synthesize it. (3) Given the product [Br:13][C:14]1[CH:15]=[C:16]2[C:17]([C:5]([CH2:6][CH2:7][NH2:8])=[CH:4][NH:21]2)=[CH:18][C:19]=1[F:20], predict the reactants needed to synthesize it. The reactants are: C(O[CH:4](OCC)[CH2:5][CH2:6][CH2:7][NH2:8])C.Cl.[Br:13][C:14]1[CH:15]=[C:16]([NH:21]N)[CH:17]=[CH:18][C:19]=1[F:20].